Dataset: CYP3A4 inhibition data for predicting drug metabolism from PubChem BioAssay. Task: Regression/Classification. Given a drug SMILES string, predict its absorption, distribution, metabolism, or excretion properties. Task type varies by dataset: regression for continuous measurements (e.g., permeability, clearance, half-life) or binary classification for categorical outcomes (e.g., BBB penetration, CYP inhibition). Dataset: cyp3a4_veith. (1) The drug is CCOC(=O)c1sc(NC(=O)CSc2nc(C)cc(C)n2)c(C#N)c1C. The result is 1 (inhibitor). (2) The compound is Cc1cc(-c2ccc(Cl)cc2)oc(=O)c1NC(=O)c1ccccc1. The result is 0 (non-inhibitor). (3) The drug is CN(C)C(=O)C1CCN(Cc2c[nH]c3ccccc23)CC1. The result is 0 (non-inhibitor). (4) The molecule is N[C@@H](Cc1c[nH]c2ccccc12)C(=O)O. The result is 0 (non-inhibitor).